Dataset: Retrosynthesis with 50K atom-mapped reactions and 10 reaction types from USPTO. Task: Predict the reactants needed to synthesize the given product. (1) Given the product C1CCC(CCCO[C@H]2CCCC[C@@H]2N2CCC3(C2)OCCO3)CC1, predict the reactants needed to synthesize it. The reactants are: BrCCCC1CCCCC1.O[C@H]1CCCC[C@@H]1N1CCC2(C1)OCCO2. (2) Given the product COc1ccc(C2COCCO2)c2sc(NC(=O)C3CCCCC3)nc12, predict the reactants needed to synthesize it. The reactants are: COc1ccc(C2COCCO2)c2sc(N)nc12.O=C(O)C1CCCCC1. (3) Given the product COc1nc(N)cnc1NS(=O)(=O)c1cccc(Cl)c1F, predict the reactants needed to synthesize it. The reactants are: COc1nc([N+](=O)[O-])cnc1NS(=O)(=O)c1cccc(Cl)c1F. (4) Given the product CC1(C)COCCN1Cc1nnnn1-c1ccc(C#N)cc1, predict the reactants needed to synthesize it. The reactants are: CC1(C)COCCN1.N#Cc1ccc(-n2nnnc2CCl)cc1.